From a dataset of Forward reaction prediction with 1.9M reactions from USPTO patents (1976-2016). Predict the product of the given reaction. (1) Given the reactants [NH:1]1[C:9]2[C:4](=[CH:5][CH:6]=[CH:7][N+:8]=2[O-])[CH:3]=[C:2]1[C:11]([O:13][CH2:14][CH3:15])=[O:12].[Cl:16]C(OC)=O, predict the reaction product. The product is: [Cl:16][C:7]1[N:8]=[C:9]2[C:4]([CH:3]=[C:2]([C:11]([O:13][CH2:14][CH3:15])=[O:12])[NH:1]2)=[CH:5][CH:6]=1. (2) Given the reactants C([O:5][CH2:6][C:7]([N:9]1[CH2:14][CH2:13][C:12]2[N:15]([CH2:26][C:27]3[CH:32]=[CH:31][C:30]([F:33])=[CH:29][C:28]=3[F:34])[N:16]=[C:17]([C:18]3[CH:19]=[C:20]([CH:23]=[CH:24][CH:25]=3)[C:21]#[N:22])[C:11]=2[CH2:10]1)=[O:8])(C)(C)C.FC(F)(F)C(O)=O, predict the reaction product. The product is: [F:34][C:28]1[CH:29]=[C:30]([F:33])[CH:31]=[CH:32][C:27]=1[CH2:26][N:15]1[C:12]2[CH2:13][CH2:14][N:9]([C:7](=[O:8])[CH2:6][OH:5])[CH2:10][C:11]=2[C:17]([C:18]2[CH:19]=[C:20]([CH:23]=[CH:24][CH:25]=2)[C:21]#[N:22])=[N:16]1. (3) Given the reactants Cl.[CH:2]1([N:7]2[CH2:12][CH2:11][CH:10]([C:13]([OH:15])=O)[CH2:9][CH2:8]2)[CH2:6][CH2:5][CH2:4][CH2:3]1.S(Cl)([Cl:18])=O, predict the reaction product. The product is: [CH:2]1([N:7]2[CH2:12][CH2:11][CH:10]([C:13]([Cl:18])=[O:15])[CH2:9][CH2:8]2)[CH2:6][CH2:5][CH2:4][CH2:3]1. (4) The product is: [F:19][C:17]1[CH:16]=[CH:15][C:14]([N+:20]([O-:22])=[O:21])=[C:13]([CH:18]=1)[O:1][CH:2]([CH3:9])[CH2:3][C:4]([O:6][CH2:7][CH3:8])=[O:5]. Given the reactants [OH:1][CH:2]([CH3:9])[CH2:3][C:4]([O:6][CH2:7][CH3:8])=[O:5].[H-].[Na+].F[C:13]1[CH:18]=[C:17]([F:19])[CH:16]=[CH:15][C:14]=1[N+:20]([O-:22])=[O:21], predict the reaction product. (5) Given the reactants [C:1]([O:5][C:6]([N:8]1[CH2:13][CH2:12][C:11](=O)[CH2:10][CH2:9]1)=[O:7])([CH3:4])([CH3:3])[CH3:2].[C:15]([CH:20]=P(C1C=CC=CC=1)(C1C=CC=CC=1)C1C=CC=CC=1)([O:17][CH2:18][CH3:19])=[O:16], predict the reaction product. The product is: [C:1]([O:5][C:6]([N:8]1[CH2:13][CH2:12][C:11](=[CH:20][C:15]([O:17][CH2:18][CH3:19])=[O:16])[CH2:10][CH2:9]1)=[O:7])([CH3:4])([CH3:3])[CH3:2]. (6) Given the reactants [CH3:1][O:2][C:3]1[CH:11]=[CH:10][C:6]([C:7]([NH2:9])=[S:8])=[CH:5][CH:4]=1.[CH2:12]([O:14][C:15](=[O:21])[CH:16](Cl)[C:17](=O)[CH3:18])[CH3:13], predict the reaction product. The product is: [CH2:12]([O:14][C:15]([C:16]1[S:8][C:7]([C:6]2[CH:10]=[CH:11][C:3]([O:2][CH3:1])=[CH:4][CH:5]=2)=[N:9][C:17]=1[CH3:18])=[O:21])[CH3:13].